Dataset: Peptide-MHC class I binding affinity with 185,985 pairs from IEDB/IMGT. Task: Regression. Given a peptide amino acid sequence and an MHC pseudo amino acid sequence, predict their binding affinity value. This is MHC class I binding data. (1) The peptide sequence is IDFPKTFGW. The MHC is Mamu-B17 with pseudo-sequence Mamu-B17. The binding affinity (normalized) is 0.392. (2) The peptide sequence is FIFSALDEK. The MHC is HLA-A33:01 with pseudo-sequence HLA-A33:01. The binding affinity (normalized) is 0. (3) The peptide sequence is PSEKRIGAY. The MHC is HLA-B15:01 with pseudo-sequence HLA-B15:01. The binding affinity (normalized) is 0.289. (4) The peptide sequence is GVSYEVFDDY. The MHC is HLA-A31:01 with pseudo-sequence HLA-A31:01. The binding affinity (normalized) is 0.